This data is from Reaction yield outcomes from USPTO patents with 853,638 reactions. The task is: Predict the reaction yield, written as a fraction of the theoretical maximum amount of product (1.0 means a 100% yield; for example, 0.34 means a 34% yield). (1) The product is [F:16][C:10]1[CH:11]=[C:12]([I:15])[CH:13]=[CH:14][C:9]=1[NH:8][C:7]1[C:2]([NH:1][S:34]([CH:32]2[CH2:33][CH:31]2[CH2:30][O:29][CH2:22][C:23]2[CH:28]=[CH:27][CH:26]=[CH:25][CH:24]=2)(=[O:36])=[O:35])=[C:3]2[O:21][CH2:20][CH2:19][N:4]2[C:5](=[O:18])[C:6]=1[CH3:17]. The catalyst is N1C=CC=CC=1. The reactants are [NH2:1][C:2]1[C:7]([NH:8][C:9]2[CH:14]=[CH:13][C:12]([I:15])=[CH:11][C:10]=2[F:16])=[C:6]([CH3:17])[C:5](=[O:18])[N:4]2[CH2:19][CH2:20][O:21][C:3]=12.[CH2:22]([O:29][CH2:30][CH:31]1[CH2:33][CH:32]1[S:34](Cl)(=[O:36])=[O:35])[C:23]1[CH:28]=[CH:27][CH:26]=[CH:25][CH:24]=1. The yield is 0.210. (2) The reactants are [CH2:1]=[C:2]1[CH2:7][CH2:6][N:5]([C:8]([O:10][C:11]([CH3:14])([CH3:13])[CH3:12])=[O:9])[CH2:4][CH2:3]1.C12BC(CCC1)CCC2.C1COCC1.[Cl:29][C:30]1[N:31]=[N:32][C:33](Cl)=[CH:34][CH:35]=1.C([O-])([O-])=O.[K+].[K+]. The catalyst is O1CCOCC1.O.CCOC(C)=O. The product is [Cl:29][C:30]1[N:31]=[N:32][C:33]([CH2:1][CH:2]2[CH2:7][CH2:6][N:5]([C:8]([O:10][C:11]([CH3:14])([CH3:13])[CH3:12])=[O:9])[CH2:4][CH2:3]2)=[CH:34][CH:35]=1. The yield is 0.490. (3) The reactants are [NH2:1][C@H:2]1[CH2:7][CH2:6][CH2:5][CH2:4][C@H:3]1[C:8]([OH:10])=[O:9].Cl.[CH3:12][C:13]1[CH:22]=[C:21]([CH2:23][O:24][C:25]2[CH:30]=[CH:29][C:28]([S:31](Cl)(=[O:33])=[O:32])=[CH:27][CH:26]=2)[C:20]2[C:15](=[CH:16][CH:17]=[CH:18][CH:19]=2)[N:14]=1. No catalyst specified. The product is [CH3:12][C:13]1[CH:22]=[C:21]([CH2:23][O:24][C:25]2[CH:30]=[CH:29][C:28]([S:31]([NH:1][C@H:2]3[CH2:7][CH2:6][CH2:5][CH2:4][C@H:3]3[C:8]([OH:10])=[O:9])(=[O:33])=[O:32])=[CH:27][CH:26]=2)[C:20]2[C:15](=[CH:16][CH:17]=[CH:18][CH:19]=2)[N:14]=1. The yield is 0.280.